From a dataset of Reaction yield outcomes from USPTO patents with 853,638 reactions. Predict the reaction yield, written as a fraction of the theoretical maximum amount of product (1.0 means a 100% yield; for example, 0.34 means a 34% yield). (1) The reactants are [OH:1][C:2]1[C:10]([N+:11]([O-:13])=[O:12])=[CH:9][CH:8]=[CH:7][C:3]=1[C:4]([OH:6])=[O:5].[C:14]([O-])([O-])=O.[K+].[K+].S(OC)(OC)(=O)=O. The catalyst is CN(C=O)C. The product is [OH:1][C:2]1[C:10]([N+:11]([O-:13])=[O:12])=[CH:9][CH:8]=[CH:7][C:3]=1[C:4]([O:6][CH3:14])=[O:5]. The yield is 0.996. (2) The reactants are [F:1][C:2]1[CH:3]=[C:4]([CH:8]=[CH:9][C:10]=1[C:11]1[CH:12]=[N:13][C:14]([O:17][CH2:18][CH:19]2[CH2:24][CH2:23][N:22]([CH2:25][C:26]3([C:30]([F:33])([F:32])[F:31])[CH2:29][CH2:28][CH2:27]3)[CH2:21][CH2:20]2)=[CH:15][CH:16]=1)[C:5](O)=[O:6].[NH:34]1[CH2:38][CH2:37][C@H:36]([OH:39])[CH2:35]1.C(Cl)CCl.C1C=CC2N(O)N=NC=2C=1.CCN(C(C)C)C(C)C. The catalyst is CN(C=O)C.O. The product is [F:1][C:2]1[CH:3]=[C:4]([C:5]([N:34]2[CH2:38][CH2:37][C@H:36]([OH:39])[CH2:35]2)=[O:6])[CH:8]=[CH:9][C:10]=1[C:11]1[CH:12]=[N:13][C:14]([O:17][CH2:18][CH:19]2[CH2:20][CH2:21][N:22]([CH2:25][C:26]3([C:30]([F:33])([F:32])[F:31])[CH2:29][CH2:28][CH2:27]3)[CH2:23][CH2:24]2)=[CH:15][CH:16]=1. The yield is 0.430. (3) The reactants are FC([C:4]([O:10][C:11]([C:14]([C:17]([C:20](F)=[O:21])([F:19])[F:18])([F:16])[F:15])([F:13])[F:12])([C:6]([F:9])([F:8])[F:7])[F:5])=O.FC(F)(C(F)(F)C(F)=O)C(F)=[O:26].C(=O)([O-])[O-].[Na+].[Na+].C(=O)=O.S(=O)(=O)(O)O.[OH-].[Na+]. The catalyst is COCCOCCOC.O. The product is [C:6]([CH:4]([O:10][C:11]([C:14]([C:17]([C:20]([OH:26])=[O:21])([F:19])[F:18])([F:15])[F:16])([F:13])[F:12])[F:5])([F:9])([F:7])[F:8]. The yield is 0.950. (4) The reactants are C([O:4][CH2:5][C:6]1[C:7]([N:30]2[CH2:42][CH2:41][N:33]3[C:34]4[CH2:35][CH2:36][CH2:37][CH2:38][C:39]=4[CH:40]=[C:32]3[C:31]2=[O:43])=[N:8][CH:9]=[CH:10][C:11]=1[C:12]1[CH:17]=[C:16]([NH:18][C:19]2[CH:27]=[C:22]3[CH2:23][NH:24][CH2:25][CH2:26][N:21]3[N:20]=2)[C:15](=[O:28])[N:14]([CH3:29])[CH:13]=1)(=O)C.[OH-].[Li+]. The catalyst is C(O)(C)C.C1COCC1.O. The product is [OH:4][CH2:5][C:6]1[C:7]([N:30]2[CH2:42][CH2:41][N:33]3[C:34]4[CH2:35][CH2:36][CH2:37][CH2:38][C:39]=4[CH:40]=[C:32]3[C:31]2=[O:43])=[N:8][CH:9]=[CH:10][C:11]=1[C:12]1[CH:17]=[C:16]([NH:18][C:19]2[CH:27]=[C:22]3[CH2:23][NH:24][CH2:25][CH2:26][N:21]3[N:20]=2)[C:15](=[O:28])[N:14]([CH3:29])[CH:13]=1. The yield is 0.460. (5) The reactants are C(OC([N:8]1[CH2:13][CH2:12][N:11]([C:14]2[CH:15]=[N:16][C:17]([NH:20][C:21]3[N:22]=[CH:23][C:24]4[C:30]([CH3:31])=[C:29]([Br:32])[C:28](=[O:33])[N:27]([CH:34]5[CH2:38][CH2:37][CH2:36][CH2:35]5)[C:25]=4[N:26]=3)=[CH:18][CH:19]=2)[CH2:10][C:9]1([CH3:40])[CH3:39])=O)(C)(C)C.[Cl:41]CCl. The catalyst is Cl. The product is [ClH:41].[Br:32][C:29]1[C:28](=[O:33])[N:27]([CH:34]2[CH2:38][CH2:37][CH2:36][CH2:35]2)[C:25]2[N:26]=[C:21]([NH:20][C:17]3[CH:18]=[CH:19][C:14]([N:11]4[CH2:12][CH2:13][NH:8][C:9]([CH3:40])([CH3:39])[CH2:10]4)=[CH:15][N:16]=3)[N:22]=[CH:23][C:24]=2[C:30]=1[CH3:31]. The yield is 0.714.